This data is from Peptide-MHC class I binding affinity with 185,985 pairs from IEDB/IMGT. The task is: Regression. Given a peptide amino acid sequence and an MHC pseudo amino acid sequence, predict their binding affinity value. This is MHC class I binding data. The MHC is HLA-A26:01 with pseudo-sequence HLA-A26:01. The binding affinity (normalized) is 0.0847. The peptide sequence is RPPMVTSGL.